The task is: Regression. Given a peptide amino acid sequence and an MHC pseudo amino acid sequence, predict their binding affinity value. This is MHC class II binding data.. This data is from Peptide-MHC class II binding affinity with 134,281 pairs from IEDB. (1) The peptide sequence is SQDLELSWNLNDLQAY. The MHC is HLA-DQA10101-DQB10501 with pseudo-sequence HLA-DQA10101-DQB10501. The binding affinity (normalized) is 0.586. (2) The peptide sequence is QLKEYVWKTLKSGKV. The MHC is HLA-DPA10201-DPB10101 with pseudo-sequence HLA-DPA10201-DPB10101. The binding affinity (normalized) is 0.0785. (3) The peptide sequence is KLLPVPPTVTIFKIS. The MHC is HLA-DQA10102-DQB10602 with pseudo-sequence HLA-DQA10102-DQB10602. The binding affinity (normalized) is 0.217. (4) The peptide sequence is LVDEERKLHQQGRCR. The MHC is HLA-DQA10303-DQB10402 with pseudo-sequence HLA-DQA10303-DQB10402. The binding affinity (normalized) is 0.247. (5) The peptide sequence is KRIVKLVNDVGAVVN. The MHC is DRB1_0405 with pseudo-sequence DRB1_0405. The binding affinity (normalized) is 0.389. (6) The peptide sequence is SGGNHMLLDGVSVVA. The MHC is DRB1_1501 with pseudo-sequence DRB1_1501. The binding affinity (normalized) is 0.424. (7) The binding affinity (normalized) is 0.298. The peptide sequence is QFELYKRTDIVEVDR. The MHC is DRB1_0404 with pseudo-sequence DRB1_0404. (8) The peptide sequence is GAMLVGQVTLLDLLK. The MHC is HLA-DQA10201-DQB10301 with pseudo-sequence HLA-DQA10201-DQB10301. The binding affinity (normalized) is 0.457.